This data is from Full USPTO retrosynthesis dataset with 1.9M reactions from patents (1976-2016). The task is: Predict the reactants needed to synthesize the given product. (1) Given the product [CH3:1][N:2]([C@@H:10]1[CH2:14][CH2:13][N:12]([C:15]2[C:16]3[CH:23]=[CH:22][N:21]([CH2:24][O:25][CH2:26][CH2:27][Si:28]([CH3:30])([CH3:29])[CH3:31])[C:17]=3[N:18]=[CH:19][N:20]=2)[CH2:11]1)[C:3]1[N:4]=[CH:5][C:6]([NH:9][S:34]([CH2:32][CH3:33])(=[O:36])=[O:35])=[CH:7][CH:8]=1, predict the reactants needed to synthesize it. The reactants are: [CH3:1][N:2]([C@@H:10]1[CH2:14][CH2:13][N:12]([C:15]2[C:16]3[CH:23]=[CH:22][N:21]([CH2:24][O:25][CH2:26][CH2:27][Si:28]([CH3:31])([CH3:30])[CH3:29])[C:17]=3[N:18]=[CH:19][N:20]=2)[CH2:11]1)[C:3]1[CH:8]=[CH:7][C:6]([NH2:9])=[CH:5][N:4]=1.[CH2:32]([S:34](Cl)(=[O:36])=[O:35])[CH3:33].CCN(CC)CC. (2) Given the product [Cl:8][C:6]1[CH:7]=[C:2]([O:12][CH2:11][C:10]([Cl:14])([Cl:9])[CH3:13])[N:3]=[CH:4][N:5]=1, predict the reactants needed to synthesize it. The reactants are: Cl[C:2]1[CH:7]=[C:6]([Cl:8])[N:5]=[CH:4][N:3]=1.[Cl:9][C:10]([Cl:14])([CH3:13])[CH2:11][OH:12].[H-].[Na+].[Cl-].[NH4+]. (3) Given the product [Si:9]([O:52][CH2:6][CH2:5][CH2:4][CH2:3][O:8][S:31]([C:34]1[CH:40]=[CH:39][C:37]([CH3:38])=[CH:36][CH:35]=1)(=[O:33])=[O:32])([C:12]([CH3:15])([CH3:14])[CH3:13])([CH3:11])[CH3:10], predict the reactants needed to synthesize it. The reactants are: CO[C:3](=[O:8])[CH2:4][C@@H:5](O)[CH3:6].[Si:9](Cl)([C:12]([CH3:15])([CH3:14])[CH3:13])([CH3:11])[CH3:10].N1C=CN=C1.CC(C[AlH]CC(C)C)C.[S:31](Cl)([C:34]1[CH:40]=[CH:39][C:37]([CH3:38])=[CH:36][CH:35]=1)(=[O:33])=[O:32].N1C=CC=CC=1.CN(C=[O:52])C.